Dataset: Full USPTO retrosynthesis dataset with 1.9M reactions from patents (1976-2016). Task: Predict the reactants needed to synthesize the given product. (1) The reactants are: C([C:5]1([OH:21])[CH:10]=[CH:9][CH:8]=[CH:7][CH:6]1[C:11]1[C:19]2[C:14](=[N:15][CH:16]=[N:17][C:18]=2[NH2:20])[NH:13][N:12]=1)(C)(C)C. Given the product [NH2:20][C:18]1[N:17]=[CH:16][N:15]=[C:14]2[NH:13][N:12]=[C:11]([C:6]3[CH:7]=[CH:8][CH:9]=[CH:10][C:5]=3[OH:21])[C:19]=12, predict the reactants needed to synthesize it. (2) Given the product [NH:16]1[CH2:15][CH:14]([O:13][C:8]2[C:7]([CH:4]3[CH2:5][CH2:6][O:1][CH2:2][CH2:3]3)=[N:12][CH:11]=[CH:10][N:9]=2)[CH2:17]1, predict the reactants needed to synthesize it. The reactants are: [O:1]1[CH2:6][CH:5]=[C:4]([C:7]2[C:8]([O:13][CH:14]3[CH2:17][N:16](C(OCC4C=CC=CC=4)=O)[CH2:15]3)=[N:9][CH:10]=[CH:11][N:12]=2)[CH2:3][CH2:2]1. (3) Given the product [CH3:25][S:26]([O:16][CH2:15][C:9]1[CH:10]=[C:11]([O:12][CH2:13][CH3:14])[C:4]([O:3][CH2:1][CH3:2])=[C:5]([F:17])[C:6]=1[C:7]#[N:8])(=[O:28])=[O:27], predict the reactants needed to synthesize it. The reactants are: [CH2:1]([O:3][C:4]1[C:5]([F:17])=[C:6]([C:9]([CH2:15][OH:16])=[CH:10][C:11]=1[O:12][CH2:13][CH3:14])[C:7]#[N:8])[CH3:2].C(N(CC)CC)C.[CH3:25][S:26](Cl)(=[O:28])=[O:27].Cl. (4) Given the product [NH2:1][C:2]1[C:7]([F:8])=[CH:6][CH:5]=[CH:4][C:3]=1[CH:9]=[O:10], predict the reactants needed to synthesize it. The reactants are: [NH2:1][C:2]1[C:7]([F:8])=[CH:6][CH:5]=[CH:4][C:3]=1[CH2:9][OH:10].